Dataset: Full USPTO retrosynthesis dataset with 1.9M reactions from patents (1976-2016). Task: Predict the reactants needed to synthesize the given product. (1) The reactants are: [CH3:1][C:2]1([CH3:22])[CH2:7][CH2:6][C:5]([C:8]2[C:9]([C:16]3[CH:21]=[CH:20][CH:19]=[CH:18][CH:17]=3)=[N:10][N:11]([CH3:15])[C:12]=2[CH:13]=[O:14])=[CH:4][CH2:3]1.C[Si](C#N)(C)C.[Na].[C:30](Cl)(=[O:32])C.[CH3:34][OH:35]. Given the product [CH3:1][C:2]1([CH3:22])[CH2:7][CH2:6][C:5]([C:8]2[C:9]([C:16]3[CH:17]=[CH:18][CH:19]=[CH:20][CH:21]=3)=[N:10][N:11]([CH3:15])[C:12]=2[CH:13]([OH:14])[C:34]([O:32][CH3:30])=[O:35])=[CH:4][CH2:3]1, predict the reactants needed to synthesize it. (2) Given the product [CH:27]([N:26]([CH2:25][CH2:24][C:22]1[O:21][N:20]=[C:19]([C:13]2[CH:18]=[CH:17][CH:16]=[CH:15][CH:14]=2)[N:23]=1)[C:9](=[O:10])[CH2:8][O:7][C:4]1[CH:5]=[CH:6][C:1]([CH3:12])=[CH:2][CH:3]=1)([CH3:29])[CH3:28], predict the reactants needed to synthesize it. The reactants are: [C:1]1([CH3:12])[CH:6]=[CH:5][C:4]([O:7][CH2:8][C:9](Cl)=[O:10])=[CH:3][CH:2]=1.[C:13]1([C:19]2[N:23]=[C:22]([CH2:24][CH2:25][NH:26][CH:27]([CH3:29])[CH3:28])[O:21][N:20]=2)[CH:18]=[CH:17][CH:16]=[CH:15][CH:14]=1.C(N(CC)CC)C. (3) The reactants are: [CH3:1][O:2][C:3]1[CH:4]=[C:5]([S:11]([N:14]2[CH2:18][CH2:17][CH:16]([NH:19][S:20]([C:23]3[CH:28]=[CH:27][C:26]([O:29][CH3:30])=[C:25]([O:31][CH3:32])[CH:24]=3)(=[O:22])=[O:21])[CH2:15]2)(=[O:13])=[O:12])[CH:6]=[CH:7][C:8]=1[O:9][CH3:10].N[CH:34]1[CH2:38]CN[CH2:35]1.C(N(C(C)C)CC)(C)C.COC1C=C(S(Cl)(=O)=O)C=CC=1OC. Given the product [CH3:1][O:2][C:3]1[CH:4]=[C:5]([S:11]([N:14]2[CH2:18][CH2:17][CH:16]([N:19]([CH2:35][CH2:34][CH3:38])[S:20]([C:23]3[CH:28]=[CH:27][C:26]([O:29][CH3:30])=[C:25]([O:31][CH3:32])[CH:24]=3)(=[O:22])=[O:21])[CH2:15]2)(=[O:12])=[O:13])[CH:6]=[CH:7][C:8]=1[O:9][CH3:10], predict the reactants needed to synthesize it.